Dataset: Forward reaction prediction with 1.9M reactions from USPTO patents (1976-2016). Task: Predict the product of the given reaction. (1) Given the reactants [CH:1]1(/[C:5](/[C:35]2[CH:40]=[CH:39][CH:38]=[CH:37][CH:36]=2)=[C:6](/[C:23]2[CH:28]=[CH:27][C:26](/[CH:29]=[CH:30]/[C:31](=[N:33]/[OH:34])/[NH2:32])=[CH:25][CH:24]=2)\[C:7]2[CH:8]=[C:9]3[C:13](=[CH:14][CH:15]=2)[N:12]([CH:16]2[CH2:21][CH2:20][CH2:19][CH2:18][O:17]2)[N:11]=[C:10]3[F:22])[CH2:4][CH2:3][CH2:2]1.[C:41](N1C=CN=C1)(N1C=CN=C1)=[O:42].C1CCN2C(=NCCC2)CC1, predict the reaction product. The product is: [CH:1]1(/[C:5](/[C:35]2[CH:40]=[CH:39][CH:38]=[CH:37][CH:36]=2)=[C:6](/[C:23]2[CH:24]=[CH:25][C:26](/[CH:29]=[CH:30]/[C:31]3[NH:32][C:41](=[O:42])[O:34][N:33]=3)=[CH:27][CH:28]=2)\[C:7]2[CH:8]=[C:9]3[C:13](=[CH:14][CH:15]=2)[N:12]([CH:16]2[CH2:21][CH2:20][CH2:19][CH2:18][O:17]2)[N:11]=[C:10]3[F:22])[CH2:4][CH2:3][CH2:2]1. (2) The product is: [NH2:7][CH:8]1[CH2:9][CH2:10][N:11]([CH2:14][CH2:15][N:16]2[C:25]3[C:20](=[CH:21][CH:22]=[C:23]([Cl:26])[N:24]=3)[CH:19]=[CH:18][C:17]2=[O:27])[CH2:12][CH2:13]1. Given the reactants C(OC(=O)[NH:7][CH:8]1[CH2:13][CH2:12][N:11]([CH2:14][CH2:15][N:16]2[C:25]3[C:20](=[CH:21][CH:22]=[C:23]([Cl:26])[N:24]=3)[CH:19]=[CH:18][C:17]2=[O:27])[CH2:10][CH2:9]1)(C)(C)C.FC(F)(F)C(O)=O.NC1CCN(CCN2C3C=C(OC)C=CC=3COC2=O)CC1, predict the reaction product. (3) Given the reactants [CH3:1][NH:2][C:3]1[CH:4]=[C:5]2[N:10]([C:11]=1[C:12]([O:14][CH2:15][CH3:16])=[O:13])[CH:9]=[CH:8][CH:7]=[CH:6]2.[N:17]([O-])=[O:18].[Na+].[OH-].[Na+], predict the reaction product. The product is: [CH3:1][NH:2][C:3]1[C:4]([N:17]=[O:18])=[C:5]2[N:10]([C:11]=1[C:12]([O:14][CH2:15][CH3:16])=[O:13])[CH:9]=[CH:8][CH:7]=[CH:6]2. (4) Given the reactants [CH3:1][CH2:2][CH2:3][CH2:4][CH2:5][C@H:6]1[O:8][C@H:7]1[CH2:9]/[CH:10]=[CH:11]\[CH2:12][CH2:13][CH2:14][CH2:15][CH2:16][CH2:17][CH2:18][C:19]([O:21]C)=O.[NH2:23][CH2:24][CH2:25][CH2:26][CH2:27][CH2:28][CH2:29][NH2:30], predict the reaction product. The product is: [CH2:5]([CH:6]1[O:8][CH:7]1[CH2:9][CH:10]=[CH:11][CH2:12][CH2:13][CH2:14][CH2:15][CH2:16][CH2:17][CH2:18][C:19]([NH:23][CH2:24][CH2:25][CH2:26][CH2:27][CH2:28][CH2:29][NH:30][C:19](=[O:21])[CH2:18][CH2:17][CH2:16][CH2:15][CH2:14][CH2:13][CH2:12][CH:11]=[CH:10][CH2:9][CH:7]1[CH:6]([CH2:5][CH2:4][CH2:3][CH2:2][CH3:1])[O:8]1)=[O:21])[CH2:4][CH2:3][CH2:2][CH3:1]. (5) Given the reactants [NH2:1][C:2]1[C:7]([C:8]2[S:9][C:10]3[CH:16]=[CH:15][C:14]([C:17]([OH:19])=O)=[CH:13][C:11]=3[CH:12]=2)=[CH:6][CH:5]=[CH:4][N:3]=1.[C:20]([C:24]1[O:28][N:27]=[C:26]([NH2:29])[CH:25]=1)([CH3:23])([CH3:22])[CH3:21], predict the reaction product. The product is: [NH2:1][C:2]1[C:7]([C:8]2[S:9][C:10]3[CH:16]=[CH:15][C:14]([C:17]([NH:29][C:26]4[CH:25]=[C:24]([C:20]([CH3:23])([CH3:22])[CH3:21])[O:28][N:27]=4)=[O:19])=[CH:13][C:11]=3[CH:12]=2)=[CH:6][CH:5]=[CH:4][N:3]=1.